From a dataset of Catalyst prediction with 721,799 reactions and 888 catalyst types from USPTO. Predict which catalyst facilitates the given reaction. (1) Reactant: C(OC([N:8]1[CH2:13][CH2:12][N:11]([C:14]2[N:19]=[C:18]([C:20]3[CH:25]=[CH:24][N:23]=[C:22]([N:26](C(OC(C)(C)C)=O)[CH:27]4[CH2:32][CH2:31][CH2:30][CH2:29][CH2:28]4)[CH:21]=3)[CH:17]=[C:16]([NH2:40])[CH:15]=2)[CH2:10][CH2:9]1)=O)(C)(C)C.[F:41][C:42]1[CH:49]=[CH:48][C:45]([CH:46]=O)=[CH:44][CH:43]=1.O([BH-](OC(C)=O)OC(C)=O)C(C)=O.[Na+]. The catalyst class is: 2. Product: [CH:27]1([NH:26][C:22]2[CH:21]=[C:20]([C:18]3[CH:17]=[C:16]([NH:40][CH2:46][C:45]4[CH:48]=[CH:49][C:42]([F:41])=[CH:43][CH:44]=4)[CH:15]=[C:14]([N:11]4[CH2:12][CH2:13][NH:8][CH2:9][CH2:10]4)[N:19]=3)[CH:25]=[CH:24][N:23]=2)[CH2:28][CH2:29][CH2:30][CH2:31][CH2:32]1. (2) Reactant: [OH:1]O.[NH2:3][C:4]1[C:13]2=[N:14][N:15]([CH2:23][CH2:24][CH3:25])[C:16]([CH2:17][C:18]([CH3:22])([CH3:21])[C:19]#[N:20])=[C:12]2[C:11]2[CH:10]=[CH:9][CH:8]=[N:7][C:6]=2[N:5]=1. Product: [NH2:3][C:4]1[C:13]2=[N:14][N:15]([CH2:23][CH2:24][CH3:25])[C:16]([CH2:17][C:18]([CH3:21])([CH3:22])[C:19]([NH2:20])=[O:1])=[C:12]2[C:11]2[CH:10]=[CH:9][CH:8]=[N:7][C:6]=2[N:5]=1. The catalyst class is: 74. (3) Reactant: C([O:3][C:4](=[O:22])[CH2:5][C:6]1[CH:11]=[CH:10][C:9]([N:12]2[C:16]3=[N:17][CH:18]=[CH:19][CH:20]=[C:15]3[N:14]=[CH:13]2)=[CH:8][C:7]=1[Cl:21])C.[Li+].[OH-].Cl. Product: [Cl:21][C:7]1[CH:8]=[C:9]([N:12]2[C:16]3=[N:17][CH:18]=[CH:19][CH:20]=[C:15]3[N:14]=[CH:13]2)[CH:10]=[CH:11][C:6]=1[CH2:5][C:4]([OH:22])=[O:3]. The catalyst class is: 1. (4) Reactant: [NH:1]1[CH2:6][CH2:5][CH:4]([N:7]2[CH:11]=[C:10]([C:12]3[CH:17]=[N:16][C:15]([NH2:18])=[C:14]4[O:19][C:20]([C:22]5[C:30]6[C:25](=[CH:26][N:27]=[CH:28][CH:29]=6)[S:24][CH:23]=5)=[CH:21][C:13]=34)[CH:9]=[N:8]2)[CH2:3][CH2:2]1.C(N(C(C)C)CC)(C)C.[C:40](O)(=[O:49])[CH2:41][CH2:42][C:43]1[CH:48]=[CH:47][CH:46]=[CH:45][CH:44]=1.Cl.CN(C)CCCN=C=NCC. Product: [NH2:18][C:15]1[N:16]=[CH:17][C:12]([C:10]2[CH:9]=[N:8][N:7]([CH:4]3[CH2:3][CH2:2][N:1]([C:40](=[O:49])[CH2:41][CH2:42][C:43]4[CH:48]=[CH:47][CH:46]=[CH:45][CH:44]=4)[CH2:6][CH2:5]3)[CH:11]=2)=[C:13]2[CH:21]=[C:20]([C:22]3[C:30]4[C:25](=[CH:26][N:27]=[CH:28][CH:29]=4)[S:24][CH:23]=3)[O:19][C:14]=12. The catalyst class is: 3.